From a dataset of Forward reaction prediction with 1.9M reactions from USPTO patents (1976-2016). Predict the product of the given reaction. (1) Given the reactants [F:1][C:2]1[CH:3]=[N:4][C:5]([O:17][C:18]2[CH:23]=[CH:22][CH:21]=[C:20]([S:24][CH3:25])[CH:19]=2)=[C:6]([CH:16]=1)[C:7]([NH:9][CH:10]1[CH2:15][CH2:14][NH:13][CH2:12][CH2:11]1)=[O:8].C(N(CC)CC)C.[CH3:33][CH:34]([CH3:39])[CH2:35][C:36](Cl)=[O:37].Cl.CN(C)CCCN=C=NCC, predict the reaction product. The product is: [NH3:4].[F:1][C:2]1[CH:3]=[N:4][C:5]([O:17][C:18]2[CH:23]=[CH:22][CH:21]=[C:20]([S:24][CH3:25])[CH:19]=2)=[C:6]([CH:16]=1)[C:7]([NH:9][CH:10]1[CH2:11][CH2:12][N:13]([C:36](=[O:37])[CH2:35][CH:34]([CH3:39])[CH3:33])[CH2:14][CH2:15]1)=[O:8]. (2) The product is: [Cl:14][C:12]1[CH:11]=[CH:10][C:9]2[C:3](=[CH:2][C:22]3[CH:21]=[C:20]([NH2:19])[CH:25]=[CH:24][CH:23]=3)[C:4]3[CH:18]=[CH:17][CH:16]=[CH:15][C:5]=3[CH2:6][CH2:7][C:8]=2[CH:13]=1. Given the reactants Br[CH:2]=[C:3]1[C:9]2[CH:10]=[CH:11][C:12]([Cl:14])=[CH:13][C:8]=2[CH2:7][CH2:6][C:5]2[CH:15]=[CH:16][CH:17]=[CH:18][C:4]1=2.[NH2:19][C:20]1[CH:21]=[C:22](B(O)O)[CH:23]=[CH:24][CH:25]=1, predict the reaction product. (3) Given the reactants Br[C:2]1[CH:3]=[CH:4][C:5]2[C:6](=[O:16])[C:7]3[C:12]([O:13][C:14]=2[CH:15]=1)=[CH:11][CH:10]=[CH:9][CH:8]=3.C(N(CC)CC)C.C(Cl)Cl.[CH3:27][OH:28].CN([CH:32]=[O:33])C, predict the reaction product. The product is: [CH3:27][O:28][C:32]([C:2]1[CH:3]=[CH:4][C:5]2[C:6](=[O:16])[C:7]3[C:12]([O:13][C:14]=2[CH:15]=1)=[CH:11][CH:10]=[CH:9][CH:8]=3)=[O:33]. (4) Given the reactants [F:1][C:2]1[CH:3]=[CH:4][C:5]([O:16][CH3:17])=[C:6]([CH:8]=[CH:9][CH:10]2[O:15][CH2:14][CH2:13][O:12][CH2:11]2)[CH:7]=1, predict the reaction product. The product is: [F:1][C:2]1[CH:3]=[CH:4][C:5]([O:16][CH3:17])=[C:6]([CH2:8][CH2:9][CH:10]2[O:15][CH2:14][CH2:13][O:12][CH2:11]2)[CH:7]=1. (5) The product is: [ClH:17].[NH2:7][C@H:8]([C:9]([CH3:12])([CH3:11])[CH3:10])[CH2:13][C:14]#[N:15]. Given the reactants C(OC(=O)[NH:7][C@@H:8]([CH2:13][C:14]#[N:15])[C:9]([CH3:12])([CH3:11])[CH3:10])(C)(C)C.[ClH:17], predict the reaction product. (6) Given the reactants [CH3:1][NH:2][CH3:3].C1COCC1.[F:9][C:10]1[CH:15]=[CH:14][C:13]([C:16]2[O:17][C:18]3[CH:28]=[CH:27][C:26]([C:29]4[CH:30]=[C:31]([CH:41]=[CH:42][CH:43]=4)[C:32]([NH:34][C:35]([CH3:40])([CH3:39])[C:36](O)=[O:37])=[O:33])=[CH:25][C:19]=3[C:20]=2[C:21](=[O:24])[NH:22][CH3:23])=[CH:12][CH:11]=1.CN(C(ON1N=NC2C=CC=NC1=2)=[N+](C)C)C.F[P-](F)(F)(F)(F)F.CCN(C(C)C)C(C)C, predict the reaction product. The product is: [CH3:1][N:2]([CH3:3])[C:36](=[O:37])[C:35]([NH:34][C:32]([C:31]1[CH:30]=[C:29]([C:26]2[CH:27]=[CH:28][C:18]3[O:17][C:16]([C:13]4[CH:12]=[CH:11][C:10]([F:9])=[CH:15][CH:14]=4)=[C:20]([C:21]([NH:22][CH3:23])=[O:24])[C:19]=3[CH:25]=2)[CH:43]=[CH:42][CH:41]=1)=[O:33])([CH3:39])[CH3:40]. (7) Given the reactants [Br:1][C:2]1[CH:3]=[C:4]2[C:9](=[CH:10][CH:11]=1)[N:8]=[C:7](Cl)[C:6]1[C:13](=[O:20])[C:14]3[C:19]([C:5]2=1)=[CH:18][CH:17]=[CH:16][CH:15]=3.[NH:21]1[CH:25]=[CH:24][N:23]=[CH:22]1.O, predict the reaction product. The product is: [Br:1][C:2]1[CH:3]=[C:4]2[C:9](=[CH:10][CH:11]=1)[N:8]=[C:7]([N:21]1[CH:25]=[CH:24][N:23]=[CH:22]1)[C:6]1[C:13](=[O:20])[C:14]3[C:19]([C:5]2=1)=[CH:18][CH:17]=[CH:16][CH:15]=3.